This data is from Experimentally validated miRNA-target interactions with 360,000+ pairs, plus equal number of negative samples. The task is: Binary Classification. Given a miRNA mature sequence and a target amino acid sequence, predict their likelihood of interaction. (1) The miRNA is hsa-miR-4668-5p with sequence AGGGAAAAAAAAAAGGAUUUGUC. The protein sequence of the target gene is MATSLDFKTYVDQACRAAEEFVNIYYETMDKRRRALTRLYLDKATLIWNGNAVSGLDALNNFFDTLPSSEFQVNMLDCQPVHEQATQSQTTVLVVTSGTVKFDGNKQHFFNQNFLLTAQSTPNNTVWKIASDCFRFQDWSSS. Result: 1 (interaction). (2) The miRNA is hsa-miR-490-5p with sequence CCAUGGAUCUCCAGGUGGGU. The protein sequence of the target gene is MAPISLSWLLRLATFCHLTVLLAGQHHGVTKCNITCSKMTSKIPVALLIHYQQNQASCGKRAIILETRQHRLFCADPKEQWVKDAMQHLDRQAAALTRNGGTFEKQIGEVKPRTTPAAGGMDESVVLEPEATGESSSLEPTPSSQEAQRALGTSPELPTGVTGSSGTRLPPTPKAQDGGPVGTELFRVPPVSTAATWQSSAPHQPGPSLWAEAKTSEAPSTQDPSTQASTASSPAPEENAPSEGQRVWGQGQSPRPENSLEREEMGPVPAHTDAFQDWGPGSMAHVSVVPVSSEGTPSRE.... Result: 1 (interaction). (3) The miRNA is mmu-miR-470-5p with sequence UUCUUGGACUGGCACUGGUGAGU. The protein sequence of the target gene is MGNHLTEMAPTASSFLPHFQALHVVVIGLDSAGKTSLLYRLKFKEFVQSVPTKGFNTEKIRVPLGGSRGITFQVWDVGGQEKLRPLWRSYTRRTDGLVFVVDAAEAERLEEAKVELHRISRASDNQGVPVLVLANKQDQPGALSAAEVEKRLAVRELAAATLTHVQGCSAVDGLGLQQGLERLYEMILKRKKAARGGKKRR. Result: 0 (no interaction). (4) The miRNA is hsa-miR-3909 with sequence UGUCCUCUAGGGCCUGCAGUCU. The protein sequence of the target gene is MAPVAVWAALAVGLELWAAAHALPAQVAFTPYAPEPGSTCRLREYYDQTAQMCCSKCSPGQHAKVFCTKTSDTVCDSCEDSTYTQLWNWVPECLSCGSRCSSDQVETQACTREQNRICTCRPGWYCALSKQEGCRLCAPLRKCRPGFGVARPGTETSDVVCKPCAPGTFSNTTSSTDICRPHQICNVVAIPGNASMDAVCTSTSPTRSMAPGAVHLPQPVSTRSQHTQPTPEPSTAPSTSFLLPMGPSPPAEGSTGDFALPVGLIVGVTALGLLIIGVVNCVIMTQVKKKPLCLQREAKV.... Result: 1 (interaction). (5) The miRNA is mmu-miR-466l-5p with sequence UUGUGUGUACAUGUACAUGUAU. The protein sequence of the target gene is MDAEVEDKTLHTLSKGTEVPMDSLIPELRVPYDCSMAKKRRAEEQASGVPINKRKSLLMKPRHYSPDMGCKESPDNRNEDDGLLETNDHATADEIMVKSMDETLHLPAQDSSLQKKDQYTCYPELMVKSLVHLGKFEESESVQTTCENLNGSSIQSLKAESDEAHEGSMVHSDNGRDKVHHSQPPFCSSGDSESDSDSAENGWGNGSNSSEDTDTHKGPKHKLTYNRKDLLEVPEIKAEDDKFIPCENRCDSDTDGRDPQNSHMEPLVVKAQPSFPEVEEGESLATVTEEPAEVEKAKGN.... Result: 1 (interaction). (6) The miRNA is hsa-miR-32-3p with sequence CAAUUUAGUGUGUGUGAUAUUU. The protein sequence of the target gene is MEWGPGAGWSRGEAAGVDRGKAGLGLGGRPPPQPPRDERAQQLLDAVEQRQRQLLDTIAACEEMLRQLGRRRPEPAGGGNGSAKSGAPPQPSVSARGGLPKDAGDGASES. Result: 0 (no interaction).